The task is: Predict which catalyst facilitates the given reaction.. This data is from Catalyst prediction with 721,799 reactions and 888 catalyst types from USPTO. (1) Reactant: [Na].[C:2]([NH:5][C:6]1[CH:11]=[CH:10][C:9]([CH:12]2[C:20](=[O:21])[C:19]3[C:14](=[CH:15][CH:16]=[CH:17][CH:18]=3)[C:13]2=[O:22])=[CH:8][CH:7]=1)(=[O:4])[CH3:3].[I-].[Na+].[CH2:25]([O:27][C:28](=[O:31])[CH2:29]Cl)[CH3:26]. Product: [CH2:25]([O:27][C:28](=[O:31])[CH2:29][C:12]1([C:9]2[CH:8]=[CH:7][C:6]([NH:5][C:2](=[O:4])[CH3:3])=[CH:11][CH:10]=2)[C:20](=[O:21])[C:19]2[C:14](=[CH:15][CH:16]=[CH:17][CH:18]=2)[C:13]1=[O:22])[CH3:26]. The catalyst class is: 40. (2) The catalyst class is: 2. Product: [Cl:1][C:2]1[CH:10]=[C:9]([F:11])[C:8]([N+:12]([O-:14])=[O:13])=[CH:7][C:3]=1[C:4]([Cl:17])=[O:5]. Reactant: [Cl:1][C:2]1[CH:10]=[C:9]([F:11])[C:8]([N+:12]([O-:14])=[O:13])=[CH:7][C:3]=1[C:4](O)=[O:5].S(Cl)([Cl:17])=O.CN(C=O)C. (3) Reactant: [CH3:1][O:2][C:3]1[CH:4]=[C:5](/[C:11](=[CH:14]/[C:15]2[S:16][C:17]([N+:20]([O-])=O)=[CH:18][CH:19]=2)/[C:12]#[N:13])[CH:6]=[CH:7][C:8]=1[O:9][CH3:10].O.O.[Cl-].[Ca+2].[Cl-]. Product: [NH2:20][C:17]1[S:16][C:15](/[CH:14]=[C:11](/[C:5]2[CH:6]=[CH:7][C:8]([O:9][CH3:10])=[C:3]([O:2][CH3:1])[CH:4]=2)\[C:12]#[N:13])=[CH:19][CH:18]=1. The catalyst class is: 490. (4) Reactant: C1C=C(Cl)C=C(C(OO)=O)C=1.[CH3:12][C:13]1[N:14]([CH2:26][CH2:27][C:28]([NH2:30])=[O:29])[C:15]2[C:24]3[CH:23]=[CH:22][CH:21]=[CH:20][C:19]=3[N:18]=[CH:17][C:16]=2[N:25]=1.[OH-].[NH4+:32].C1(C)C=CC(S(Cl)(=O)=O)=CC=1. Product: [NH2:32][C:17]1[C:16]2[N:25]=[C:13]([CH3:12])[N:14]([CH2:26][CH2:27][C:28]([NH2:30])=[O:29])[C:15]=2[C:24]2[CH:23]=[CH:22][CH:21]=[CH:20][C:19]=2[N:18]=1. The catalyst class is: 22. (5) Reactant: [Mg].Br[CH2:3][CH2:4][C:5]1[CH:10]=[CH:9][CH:8]=[CH:7][CH:6]=1.II.C(=O)=O.CC(C)=O.[OH:20][C:21]1[CH:34]=[C:33]2[C:24]([C@@H:25]3[C@@:30]([CH3:35])([CH2:31][CH2:32]2)[CH:29]=[CH:28][C:27](=[O:36])[CH2:26]3)=[CH:23][CH:22]=1. Product: [OH:20][C:21]1[CH:34]=[C:33]2[C:24]([C@@H:25]3[C@@:30]([CH3:35])([CH2:31][CH2:32]2)[C@@H:29]([CH2:3][CH2:4][C:5]2[CH:10]=[CH:9][CH:8]=[CH:7][CH:6]=2)[CH2:28][C:27](=[O:36])[CH2:26]3)=[CH:23][CH:22]=1.[OH:20][C:21]1[CH:34]=[C:33]2[C:24]([C@@H:25]3[C@@:30]([CH3:35])([CH2:31][CH2:32]2)[CH:29]=[CH:28][C:27](=[O:36])[CH2:26]3)=[CH:23][CH:22]=1. The catalyst class is: 356. (6) Reactant: [NH2:1][C:2]1[C:7]([N+:8]([O-:10])=[O:9])=[CH:6][CH:5]=[CH:4][C:3]=1[OH:11].C(=O)([O-])[O-].[K+].[K+].[Cl:18][CH:19](Cl)[CH3:20]. Product: [Cl:18][CH2:19][CH2:20][O:11][C:3]1[CH:4]=[CH:5][CH:6]=[C:7]([N+:8]([O-:10])=[O:9])[C:2]=1[NH2:1]. The catalyst class is: 131.